Predict the reaction yield, written as a fraction of the theoretical maximum amount of product (1.0 means a 100% yield; for example, 0.34 means a 34% yield). From a dataset of Reaction yield outcomes from USPTO patents with 853,638 reactions. (1) The reactants are [CH2:1]([N:8]1[C@@H:13]2[C@H:14]([C:16](O)=[O:17])[CH2:15][C@@:9]1([C:36]1[CH:41]=[CH:40][CH:39]=[CH:38][CH:37]=1)[C@H:10]([O:19][C@H:20]([C:22]1[CH:27]=[C:26]([C:28]([F:31])([F:30])[F:29])[CH:25]=[C:24]([C:32]([F:35])([F:34])[F:33])[CH:23]=1)[CH3:21])[CH2:11][CH2:12]2)[C:2]1[CH:7]=[CH:6][CH:5]=[CH:4][CH:3]=1.C([N:44](CC)CC)C.Cl.CN(C)CCCN=C=NCC.N.O1CCOCC1. The catalyst is CN(C)C1C=CN=CC=1.ClCCl.O. The product is [CH2:1]([N:8]1[C@@H:13]2[C@H:14]([C:16]([NH2:44])=[O:17])[CH2:15][C@@:9]1([C:36]1[CH:41]=[CH:40][CH:39]=[CH:38][CH:37]=1)[C@H:10]([O:19][C@H:20]([C:22]1[CH:27]=[C:26]([C:28]([F:31])([F:29])[F:30])[CH:25]=[C:24]([C:32]([F:35])([F:34])[F:33])[CH:23]=1)[CH3:21])[CH2:11][CH2:12]2)[C:2]1[CH:3]=[CH:4][CH:5]=[CH:6][CH:7]=1. The yield is 0.600. (2) The reactants are [Br:1][C:2]1[CH:7]=[CH:6][C:5]([NH:8][C:9]2[C:17]([C:18]([OH:20])=O)=[CH:16][CH:15]=[C:14]3[C:10]=2[CH:11]=[N:12][NH:13]3)=[C:4]([F:21])[CH:3]=1.[CH:22]([O:24][CH2:25][CH2:26][O:27][NH2:28])=[CH2:23].CCN=C=NCCCN(C)C.C1C=CC2N(O)N=NC=2C=1.CCN(C(C)C)C(C)C. The catalyst is CN(C=O)C. The product is [CH:22]([O:24][CH2:25][CH2:26][O:27][NH:28][C:18]([C:17]1[C:9]([NH:8][C:5]2[CH:6]=[CH:7][C:2]([Br:1])=[CH:3][C:4]=2[F:21])=[C:10]2[C:14](=[CH:15][CH:16]=1)[NH:13][N:12]=[CH:11]2)=[O:20])=[CH2:23]. The yield is 0.670. (3) The reactants are [CH3:1][O:2][C:3]1[CH:39]=[CH:38][C:6]([C:7]([NH:20][C:21]2[N:29]=[CH:28][N:27]=[C:26]3[C:22]=2[N:23]=[CH:24][N:25]3[C@H:30]2[O:35][C@@H:34]([CH2:36][OH:37])[C@@H:32]([OH:33])[CH2:31]2)([C:14]2[CH:19]=[CH:18][CH:17]=[CH:16][CH:15]=2)[C:8]2[CH:13]=[CH:12][CH:11]=[CH:10][CH:9]=2)=[CH:5][CH:4]=1.[CH3:40][O:41][C:42]1[CH:61]=[CH:60][C:45]([C:46](Cl)([C:53]2[CH:58]=[CH:57][CH:56]=[CH:55][CH:54]=2)[C:47]2[CH:52]=[CH:51][CH:50]=[CH:49][CH:48]=2)=[CH:44][CH:43]=1.CO. The catalyst is N1C=CC=CC=1. The product is [CH3:1][O:2][C:3]1[CH:4]=[CH:5][C:6]([C:7]([NH:20][C:21]2[N:29]=[CH:28][N:27]=[C:26]3[C:22]=2[N:23]=[CH:24][N:25]3[C@H:30]2[O:35][C@@H:34]([CH2:36][O:37][C:46]([C:53]3[CH:58]=[CH:57][CH:56]=[CH:55][CH:54]=3)([C:47]3[CH:52]=[CH:51][CH:50]=[CH:49][CH:48]=3)[C:45]3[CH:44]=[CH:43][C:42]([O:41][CH3:40])=[CH:61][CH:60]=3)[C@@H:32]([OH:33])[CH2:31]2)([C:14]2[CH:15]=[CH:16][CH:17]=[CH:18][CH:19]=2)[C:8]2[CH:9]=[CH:10][CH:11]=[CH:12][CH:13]=2)=[CH:38][CH:39]=1. The yield is 0.720. (4) The reactants are [C:1]([O:5][C:6]([N:8]1[CH2:14][CH2:13][C:12]2[C:15]([SH:20])=[C:16]([Cl:19])[CH:17]=[CH:18][C:11]=2[CH2:10][CH2:9]1)=[O:7])([CH3:4])([CH3:3])[CH3:2].C(N(CC)CC)C.[C:28]([C:30]1[CH:31]=[C:32]([CH:43]=[CH:44][CH:45]=1)[C:33]([C:35]1[CH:42]=[CH:41][C:38]([CH2:39]Br)=[CH:37][CH:36]=1)=[O:34])#[N:29]. The catalyst is CS(C)=O.CCCCCC.CCOC(C)=O. The product is [C:1]([O:5][C:6]([N:8]1[CH2:14][CH2:13][C:12]2[C:15]([S:20][CH2:39][C:38]3[CH:37]=[CH:36][C:35]([C:33](=[O:34])[C:32]4[CH:43]=[CH:44][CH:45]=[C:30]([C:28]#[N:29])[CH:31]=4)=[CH:42][CH:41]=3)=[C:16]([Cl:19])[CH:17]=[CH:18][C:11]=2[CH2:10][CH2:9]1)=[O:7])([CH3:4])([CH3:2])[CH3:3]. The yield is 0.770. (5) The reactants are Br[C:2](=[CH:5]OC(C)C)[CH:3]=[O:4].[NH2:10][C:11]1[CH2:16][N:15]([CH3:17])[C:14](=[O:18])[CH2:13][N:12]=1.C(N(CC)CC)C. The catalyst is C(#N)C. The product is [CH3:17][N:15]1[C:14](=[O:18])[CH2:13][N:12]2[CH:5]=[C:2]([CH:3]=[O:4])[N:10]=[C:11]2[CH2:16]1.[CH3:17][N:15]1[C:14](=[O:18])[CH2:13][N:12]2[C:2]([CH:3]=[O:4])=[CH:5][N:10]=[C:11]2[CH2:16]1. The yield is 0.491. (6) The reactants are [Cl:1][C:2]1[CH:3]=[CH:4][C:5]([NH:8][C:9]([C:11]2[CH:16]=[CH:15][CH:14]=[CH:13][C:12]=2[NH:17][C:18]([C:20]2[CH:25]=[CH:24][C:23]([C:26]3[CH:31]=[CH:30][CH:29]=[CH:28][C:27]=3[C:32]#[N:33])=[CH:22][CH:21]=2)=[O:19])=[O:10])=[N:6][CH:7]=1.Cl.[OH:35][NH2:36].C(N(CC)CC)C. The catalyst is C(O)C. The product is [Cl:1][C:2]1[CH:3]=[CH:4][C:5]([NH:8][C:9]([C:11]2[CH:16]=[CH:15][CH:14]=[CH:13][C:12]=2[NH:17][C:18]([C:20]2[CH:25]=[CH:24][C:23]([C:26]3[CH:31]=[CH:30][CH:29]=[CH:28][C:27]=3[CH:32]=[N:33][NH:36][OH:35])=[CH:22][CH:21]=2)=[O:19])=[O:10])=[N:6][CH:7]=1. The yield is 0.275. (7) The reactants are [NH2:1][C:2]1[CH:3]=[N:4][CH:5]=[CH:6][C:7]=1[N:8]1[CH2:13][CH2:12][CH:11](F)[CH:10]([NH:15][C:16](=[O:22])[O:17][C:18]([CH3:21])([CH3:20])[CH3:19])[CH2:9]1.[NH2:23][C:24]1[C:25]([C:32](O)=[O:33])=[N:26][C:27]([Br:31])=[C:28]([F:30])[CH:29]=1. No catalyst specified. The product is [NH2:23][C:24]1[C:25]([C:32]([NH:1][C:2]2[CH:3]=[N:4][CH:5]=[CH:6][C:7]=2[N:8]2[CH2:13][CH2:12][CH2:11][C@H:10]([NH:15][C:16](=[O:22])[O:17][C:18]([CH3:21])([CH3:20])[CH3:19])[CH2:9]2)=[O:33])=[N:26][C:27]([Br:31])=[C:28]([F:30])[CH:29]=1. The yield is 0.400. (8) The product is [CH2:31]([N:27]1[CH2:28][CH2:29][CH2:30][CH:25]([NH:24][C:19](=[O:21])[C:18]2[CH:22]=[CH:23][C:15]([O:14][CH2:13][C:3]3[C:4]([C:7]4[CH:8]=[CH:9][CH:10]=[CH:11][CH:12]=4)=[N:5][O:6][C:2]=3[CH3:1])=[N:16][CH:17]=2)[CH2:26]1)[CH3:32]. The yield is 0.950. No catalyst specified. The reactants are [CH3:1][C:2]1[O:6][N:5]=[C:4]([C:7]2[CH:12]=[CH:11][CH:10]=[CH:9][CH:8]=2)[C:3]=1[CH2:13][O:14][C:15]1[CH:23]=[CH:22][C:18]([C:19]([OH:21])=O)=[CH:17][N:16]=1.[NH2:24][CH:25]1[CH2:30][CH2:29][CH2:28][N:27]([CH2:31][CH3:32])[CH2:26]1. (9) The reactants are [F:1][C:2]1[CH:7]=[CH:6][C:5]([NH:8][C:9]2[C:10]3[CH2:18][NH:17][CH2:16][CH2:15][C:11]=3[N:12]=[CH:13][N:14]=2)=[CH:4][CH:3]=1.Cl[C:20]1[C:25](Cl)=[CH:24][CH:23]=[CH:22]N=1.[CH:27](N(CC)C(C)C)(C)[CH3:28]. The catalyst is O1CCOCC1.CN(C)C(=O)C. The product is [CH2:20]([N:17]1[CH2:16][CH2:15][C:11]2[N:12]=[CH:13][N:14]=[C:9]([NH:8][C:5]3[CH:6]=[CH:7][C:2]([F:1])=[CH:3][CH:4]=3)[C:10]=2[CH2:18]1)[C:25]1[CH:28]=[CH:27][CH:22]=[CH:23][CH:24]=1. The yield is 0.300. (10) The reactants are [F:1][C:2]1[CH:3]=[CH:4][CH:5]=[C:6]2[C:11]=1[NH:10][C:9](=[O:12])[C:8]([CH:13]1[CH2:18][CH2:17][N:16]([C:19]([O:21][C@H:22]([CH2:26][C:27]3[CH:35]=[C:34]([CH3:36])[C:33]4[C:29](=[CH:30][N:31]([CH2:37][O:38][CH2:39][CH2:40][Si:41]([CH3:44])([CH3:43])[CH3:42])[N:32]=4)[CH:28]=3)[C:23](O)=[O:24])=[O:20])[CH2:15][CH2:14]1)=[CH:7]2.C(N(CC)C(C)C)(C)C.[N:54]1([CH:60]2[CH2:65][CH2:64][NH:63][CH2:62][CH2:61]2)[CH2:59][CH2:58][CH2:57][CH2:56][CH2:55]1. The catalyst is CN(C)C=O. The product is [F:1][C:2]1[CH:3]=[CH:4][CH:5]=[C:6]2[C:11]=1[NH:10][C:9](=[O:12])[C:8]([CH:13]1[CH2:14][CH2:15][N:16]([C:19]([O:21][C@H:22]([CH2:26][C:27]3[CH:35]=[C:34]([CH3:36])[C:33]4[C:29](=[CH:30][N:31]([CH2:37][O:38][CH2:39][CH2:40][Si:41]([CH3:43])([CH3:42])[CH3:44])[N:32]=4)[CH:28]=3)[C:23](=[O:24])[N:63]3[CH2:64][CH2:65][CH:60]([N:54]4[CH2:59][CH2:58][CH2:57][CH2:56][CH2:55]4)[CH2:61][CH2:62]3)=[O:20])[CH2:17][CH2:18]1)=[CH:7]2. The yield is 0.960.